This data is from Forward reaction prediction with 1.9M reactions from USPTO patents (1976-2016). The task is: Predict the product of the given reaction. Given the reactants [CH2:1]([C@H:8]1[CH2:12][O:11][C:10](=[O:13])[NH:9]1)[C:2]1[CH:7]=[CH:6][CH:5]=[CH:4][CH:3]=1.[Li]CCCC.CCCCCC.[C:25](Cl)(=[O:30])[CH2:26][CH2:27][CH:28]=[CH2:29], predict the reaction product. The product is: [CH2:1]([C@H:8]1[CH2:12][O:11][C:10](=[O:13])[N:9]1[C:25](=[O:30])[CH2:26][CH2:27][CH:28]=[CH2:29])[C:2]1[CH:3]=[CH:4][CH:5]=[CH:6][CH:7]=1.